Task: Predict which catalyst facilitates the given reaction.. Dataset: Catalyst prediction with 721,799 reactions and 888 catalyst types from USPTO Reactant: C(NC(C)C)(C)C.O1CCCC1.C([Li])CCC.C(=O)=O.C(N(CC)[C:24](=[O:39])[C:25]1[CH:30]=[CH:29][C:28]([F:31])=[CH:27][C:26]=1[C:32]1[CH:33]=[N:34][CH:35]=[CH:36][C:37]=1[CH3:38])C. Product: [F:31][C:28]1[CH:29]=[CH:30][C:25]2=[C:24]([OH:39])[CH:38]=[C:37]3[C:32]([CH:33]=[N:34][CH:35]=[CH:36]3)=[C:26]2[CH:27]=1. The catalyst class is: 81.